The task is: Regression. Given a peptide amino acid sequence and an MHC pseudo amino acid sequence, predict their binding affinity value. This is MHC class II binding data.. This data is from Peptide-MHC class II binding affinity with 134,281 pairs from IEDB. (1) The MHC is HLA-DQA10102-DQB10602 with pseudo-sequence HLA-DQA10102-DQB10602. The binding affinity (normalized) is 0.437. The peptide sequence is TAAATAPADDKFTVF. (2) The peptide sequence is ITKLGAKPDGKTDCT. The MHC is HLA-DQA10102-DQB10502 with pseudo-sequence HLA-DQA10102-DQB10502. The binding affinity (normalized) is 0. (3) The peptide sequence is NPRDRTKVNLEPVMN. The MHC is DRB1_0101 with pseudo-sequence DRB1_0101. The binding affinity (normalized) is 0.0548. (4) The peptide sequence is TCAKSMSLFEVDQTKKK. The MHC is HLA-DQA10102-DQB10501 with pseudo-sequence HLA-DQA10102-DQB10501. The binding affinity (normalized) is 0.572. (5) The peptide sequence is RPNAQRFGISNYCQI. The MHC is HLA-DPA10301-DPB10402 with pseudo-sequence HLA-DPA10301-DPB10402. The binding affinity (normalized) is 0.291. (6) The peptide sequence is EVKSFQWTQALRREL. The MHC is H-2-IAd with pseudo-sequence H-2-IAd. The binding affinity (normalized) is 0.291. (7) The peptide sequence is TFAATTNPWASLPG. The MHC is DRB4_0101 with pseudo-sequence DRB4_0103. The binding affinity (normalized) is 0.242. (8) The peptide sequence is MKDFDEPGHLAPTGM. The MHC is DRB1_1302 with pseudo-sequence DRB1_1302. The binding affinity (normalized) is 0.259. (9) The peptide sequence is VATLSEALRIIAGTL. The MHC is DRB1_0405 with pseudo-sequence DRB1_0405. The binding affinity (normalized) is 0.327.